Dataset: Forward reaction prediction with 1.9M reactions from USPTO patents (1976-2016). Task: Predict the product of the given reaction. (1) The product is: [C:1]([O:5][C@@H:6]([C:12]1[C:13]([CH3:43])=[N:14][C:15]2[N:16]([N:26]=[C:27]([C:29]3[S:53][C:32]([CH2:33][C:34]4[CH:39]=[CH:38][C:37]([F:40])=[CH:36][CH:35]=4)=[CH:31][N:30]=3)[CH:28]=2)[C:17]=1[N:18]1[CH2:23][CH2:22][C:21]([CH3:25])([CH3:24])[CH2:20][CH2:19]1)[C:7]([O:9][CH2:10][CH3:11])=[O:8])([CH3:4])([CH3:3])[CH3:2]. Given the reactants [C:1]([O:5][C@@H:6]([C:12]1[C:13]([CH3:43])=[N:14][C:15]2[N:16]([N:26]=[C:27]([C:29](=O)[NH:30][CH2:31][C:32](=O)[CH2:33][C:34]3[CH:39]=[CH:38][C:37]([F:40])=[CH:36][CH:35]=3)[CH:28]=2)[C:17]=1[N:18]1[CH2:23][CH2:22][C:21]([CH3:25])([CH3:24])[CH2:20][CH2:19]1)[C:7]([O:9][CH2:10][CH3:11])=[O:8])([CH3:4])([CH3:3])[CH3:2].COC1C=CC(P2(SP(C3C=CC(OC)=CC=3)(=S)S2)=[S:53])=CC=1, predict the reaction product. (2) Given the reactants [OH:1][CH2:2][C@H:3]1[CH2:8][NH:7][CH2:6][CH2:5][N:4]1[C:9]([O:11][C:12]([CH3:15])([CH3:14])[CH3:13])=[O:10].C(N(CC)CC)C.[Br:23][C:24]1[CH:25]=[C:26]2[C:31](=[CH:32][CH:33]=1)[C:30](=[O:34])[NH:29][CH:28]=[C:27]2[S:35](Cl)(=[O:37])=[O:36], predict the reaction product. The product is: [Br:23][C:24]1[CH:25]=[C:26]2[C:31](=[CH:32][CH:33]=1)[C:30](=[O:34])[NH:29][CH:28]=[C:27]2[S:35]([N:7]1[CH2:6][CH2:5][N:4]([C:9]([O:11][C:12]([CH3:15])([CH3:14])[CH3:13])=[O:10])[C@@H:3]([CH2:2][OH:1])[CH2:8]1)(=[O:37])=[O:36]. (3) Given the reactants C(Cl)(=O)C([Cl:4])=O.[N:7]1([C:12]2[CH:17]=[CH:16][C:15]([S:18]([OH:21])(=O)=[O:19])=[CH:14][CH:13]=2)[CH2:11][CH2:10][CH2:9][CH2:8]1.CN(C)C=O, predict the reaction product. The product is: [N:7]1([C:12]2[CH:17]=[CH:16][C:15]([S:18]([Cl:4])(=[O:21])=[O:19])=[CH:14][CH:13]=2)[CH2:11][CH2:10][CH2:9][CH2:8]1. (4) Given the reactants [F:1][C:2]1[CH:3]=[C:4]([C:9]2[CH:10]=[C:11]([CH:14]=[CH:15][CH:16]=2)[CH:12]=O)[CH:5]=[CH:6][C:7]=1[OH:8].[S:17]1[CH2:23][C:21](=[O:22])[NH:20][C:18]1=S.[NH:24]1[CH2:29][CH2:28][O:27][CH2:26][CH2:25]1, predict the reaction product. The product is: [F:1][C:2]1[CH:3]=[C:4]([C:9]2[CH:10]=[C:11]([CH:14]=[CH:15][CH:16]=2)[CH:12]=[C:23]2[S:17][C:18]([N:24]3[CH2:29][CH2:28][O:27][CH2:26][CH2:25]3)=[N:20][C:21]2=[O:22])[CH:5]=[CH:6][C:7]=1[OH:8]. (5) Given the reactants Cl[CH2:2][C:3]([C:6]1[N:10]([CH2:11][CH3:12])[C:9]2[CH:13]=[C:14]([Cl:18])[C:15]([Cl:17])=[CH:16][C:8]=2[N:7]=1)([OH:5])[CH3:4].[F:19][C:20]([F:24])([F:23])[CH2:21][SH:22].C[O-].[Na+], predict the reaction product. The product is: [Cl:17][C:15]1[C:14]([Cl:18])=[CH:13][C:9]2[N:10]([CH2:11][CH3:12])[C:6]([C:3]([OH:5])([CH3:4])[CH2:2][S:22][CH2:21][C:20]([F:24])([F:23])[F:19])=[N:7][C:8]=2[CH:16]=1.